Dataset: NCI-60 drug combinations with 297,098 pairs across 59 cell lines. Task: Regression. Given two drug SMILES strings and cell line genomic features, predict the synergy score measuring deviation from expected non-interaction effect. (1) Drug 1: CN1CCC(CC1)COC2=C(C=C3C(=C2)N=CN=C3NC4=C(C=C(C=C4)Br)F)OC. Drug 2: CN(CC1=CN=C2C(=N1)C(=NC(=N2)N)N)C3=CC=C(C=C3)C(=O)NC(CCC(=O)O)C(=O)O. Cell line: T-47D. Synergy scores: CSS=0.296, Synergy_ZIP=-1.15, Synergy_Bliss=2.91, Synergy_Loewe=-2.67, Synergy_HSA=-0.437. (2) Drug 1: CCC(=C(C1=CC=CC=C1)C2=CC=C(C=C2)OCCN(C)C)C3=CC=CC=C3.C(C(=O)O)C(CC(=O)O)(C(=O)O)O. Drug 2: CC1=C(C(=CC=C1)Cl)NC(=O)C2=CN=C(S2)NC3=CC(=NC(=N3)C)N4CCN(CC4)CCO. Cell line: SR. Synergy scores: CSS=4.28, Synergy_ZIP=5.43, Synergy_Bliss=-2.24, Synergy_Loewe=-9.00, Synergy_HSA=-8.64. (3) Synergy scores: CSS=6.46, Synergy_ZIP=-0.994, Synergy_Bliss=-0.692, Synergy_Loewe=-0.707, Synergy_HSA=-1.23. Drug 1: C1CCC(C1)C(CC#N)N2C=C(C=N2)C3=C4C=CNC4=NC=N3. Drug 2: C1C(C(OC1N2C=NC(=NC2=O)N)CO)O. Cell line: EKVX. (4) Drug 1: CC1=CC2C(CCC3(C2CCC3(C(=O)C)OC(=O)C)C)C4(C1=CC(=O)CC4)C. Drug 2: CN(C)N=NC1=C(NC=N1)C(=O)N. Cell line: UACC62. Synergy scores: CSS=1.80, Synergy_ZIP=0.00367, Synergy_Bliss=-0.482, Synergy_Loewe=-0.968, Synergy_HSA=-0.650. (5) Drug 1: CC1=CC=C(C=C1)C2=CC(=NN2C3=CC=C(C=C3)S(=O)(=O)N)C(F)(F)F. Drug 2: CN(CCCl)CCCl.Cl. Cell line: MOLT-4. Synergy scores: CSS=35.2, Synergy_ZIP=-0.277, Synergy_Bliss=-0.317, Synergy_Loewe=-30.5, Synergy_HSA=-0.310. (6) Drug 1: CC1=CC=C(C=C1)C2=CC(=NN2C3=CC=C(C=C3)S(=O)(=O)N)C(F)(F)F. Drug 2: COC1=NC(=NC2=C1N=CN2C3C(C(C(O3)CO)O)O)N. Cell line: NCIH23. Synergy scores: CSS=0.583, Synergy_ZIP=-0.364, Synergy_Bliss=-1.95, Synergy_Loewe=-2.11, Synergy_HSA=-3.29.